Regression. Given a peptide amino acid sequence and an MHC pseudo amino acid sequence, predict their binding affinity value. This is MHC class I binding data. From a dataset of Peptide-MHC class I binding affinity with 185,985 pairs from IEDB/IMGT. (1) The peptide sequence is ATADLELAY. The MHC is HLA-B08:03 with pseudo-sequence HLA-B08:03. The binding affinity (normalized) is 0.0847. (2) The peptide sequence is DTLKVCIGY. The MHC is HLA-A02:03 with pseudo-sequence HLA-A02:03. The binding affinity (normalized) is 0.0847.